Predict the reactants needed to synthesize the given product. From a dataset of Full USPTO retrosynthesis dataset with 1.9M reactions from patents (1976-2016). (1) Given the product [OH:1][C@H:2]([CH2:6][C:7]1[CH:12]=[CH:11][CH:10]=[CH:9][CH:8]=1)[C:3]([O:5][CH3:18])=[O:4], predict the reactants needed to synthesize it. The reactants are: [OH:1][C@H:2]([CH2:6][C:7]1[CH:12]=[CH:11][CH:10]=[CH:9][CH:8]=1)[C:3]([OH:5])=[O:4].S(=O)(=O)(O)O.[CH3:18]O. (2) The reactants are: [Br:1][C:2]1[CH:18]=[CH:17][CH:16]=[CH:15][C:3]=1[C:4]([CH:6]1[CH2:13][C:9]2[S:10][CH:11]=[CH:12][C:8]=2[C:7]1=O)=O.O.[NH2:20][NH2:21].C(O)(=O)C. Given the product [Br:1][C:2]1[CH:18]=[CH:17][CH:16]=[CH:15][C:3]=1[C:4]1[C:6]2[CH2:13][C:9]3[S:10][CH:11]=[CH:12][C:8]=3[C:7]=2[NH:21][N:20]=1, predict the reactants needed to synthesize it.